This data is from Peptide-MHC class II binding affinity with 134,281 pairs from IEDB. The task is: Regression. Given a peptide amino acid sequence and an MHC pseudo amino acid sequence, predict their binding affinity value. This is MHC class II binding data. The peptide sequence is AFKVAATAANAEPAN. The MHC is DRB1_0401 with pseudo-sequence DRB1_0401. The binding affinity (normalized) is 0.815.